Regression. Given two drug SMILES strings and cell line genomic features, predict the synergy score measuring deviation from expected non-interaction effect. From a dataset of NCI-60 drug combinations with 297,098 pairs across 59 cell lines. Drug 1: CS(=O)(=O)C1=CC(=C(C=C1)C(=O)NC2=CC(=C(C=C2)Cl)C3=CC=CC=N3)Cl. Drug 2: C1=NNC2=C1C(=O)NC=N2. Cell line: MDA-MB-231. Synergy scores: CSS=1.48, Synergy_ZIP=0.00354, Synergy_Bliss=-0.394, Synergy_Loewe=-9.91, Synergy_HSA=-4.07.